From a dataset of Kir2.1 potassium channel HTS with 301,493 compounds. Binary Classification. Given a drug SMILES string, predict its activity (active/inactive) in a high-throughput screening assay against a specified biological target. (1) The drug is Clc1ccc(CN2CCN(CC2)CC(=O)N2CCc3c2cccc3)cc1. The result is 1 (active). (2) The compound is O(c1c(n2nc(c3c(c2=O)cccc3)C(=O)Nc2cc(OC)ccc2)ccc(OC)c1)C. The result is 0 (inactive). (3) The compound is s1c(NC(=O)CSc2n(nnn2)c2ccccc2)c(c(c2oc(cc2)C)c1)C(OCC)=O. The result is 0 (inactive). (4) The compound is O=C(Nc1cccnc1)CCC1CCCCC1. The result is 0 (inactive). (5) The molecule is S\1\C(C(=O)N(c2ccc(F)cc2)C1=N/c1ccc(F)cc1)=C/c1cc(OC)c(OCC(O)=O)cc1. The result is 0 (inactive). (6) The molecule is O=c1c2c(n(c3c1cccc3)CC(O)=O)cccc2. The result is 0 (inactive). (7) The compound is S(CC(=O)c1c(n(c(=O)n(c1=O)C)C)N)c1sc(Nc2c(cccc2)C)nn1. The result is 0 (inactive). (8) The molecule is Clc1cc(c(NC(=O)c2occc2)cc1)C(=O)NCc1cccnc1. The result is 0 (inactive).